Dataset: Reaction yield outcomes from USPTO patents with 853,638 reactions. Task: Predict the reaction yield, written as a fraction of the theoretical maximum amount of product (1.0 means a 100% yield; for example, 0.34 means a 34% yield). (1) The catalyst is CN(C=O)C.CCOC(C)=O. The yield is 0.410. The product is [CH3:17][O:18][C:2]1[CH:3]=[CH:4][C:5]([N+:14]([O-:16])=[O:15])=[C:6]([N:8]2[CH2:13][CH2:12][CH2:11][CH2:10][CH2:9]2)[CH:7]=1. The reactants are Cl[C:2]1[CH:3]=[CH:4][C:5]([N+:14]([O-:16])=[O:15])=[C:6]([N:8]2[CH2:13][CH2:12][CH2:11][CH2:10][CH2:9]2)[CH:7]=1.[CH3:17][O-:18].[Na+].CO. (2) The reactants are [CH3:1][C:2]1[O:6][N:5]=[C:4]([C:7]2[CH:12]=[CH:11][CH:10]=[CH:9][CH:8]=2)[C:3]=1[CH2:13][O:14][C:15]1[CH:23]=[CH:22][C:18]([C:19]([OH:21])=O)=[CH:17][N:16]=1.[CH:24]1([NH2:27])[CH2:26][CH2:25]1. The product is [CH:24]1([NH:27][C:19](=[O:21])[C:18]2[CH:22]=[CH:23][C:15]([O:14][CH2:13][C:3]3[C:4]([C:7]4[CH:8]=[CH:9][CH:10]=[CH:11][CH:12]=4)=[N:5][O:6][C:2]=3[CH3:1])=[N:16][CH:17]=2)[CH2:26][CH2:25]1. No catalyst specified. The yield is 0.680. (3) The catalyst is CCOC(C)=O.Cl[Pd](Cl)([P](C1C=CC=CC=1)(C1C=CC=CC=1)C1C=CC=CC=1)[P](C1C=CC=CC=1)(C1C=CC=CC=1)C1C=CC=CC=1.[Cu]I. The product is [CH2:1]([N:3]1[C:11]2[C:6](=[CH:7][CH:8]=[C:9]([O:12][CH3:13])[CH:10]=2)[C:5]([C:14]#[N:15])=[C:4]1[C:30]1[CH:35]=[CH:34][CH:33]=[C:32]([OH:36])[CH:31]=1)[CH3:2]. The yield is 0.720. The reactants are [CH2:1]([N:3]1[C:11]2[C:6](=[CH:7][CH:8]=[C:9]([O:12][CH3:13])[CH:10]=2)[C:5]([C:14]#[N:15])=[C:4]1[Sn](CCCC)(CCCC)CCCC)[CH3:2].I[C:30]1[CH:31]=[C:32]([OH:36])[CH:33]=[CH:34][CH:35]=1.C1COCC1.CCOCC.